Task: Predict the product of the given reaction.. Dataset: Forward reaction prediction with 1.9M reactions from USPTO patents (1976-2016) The product is: [Br:1][C:2]1[CH:3]=[C:4]([OH:11])[C:5]([Cl:8])=[N:6][CH:7]=1. Given the reactants [Br:1][C:2]1[CH:3]=[C:4](N)[C:5]([Cl:8])=[N:6][CH:7]=1.N([O-])=[O:11].[Na+].[OH-].[Na+], predict the reaction product.